Dataset: Full USPTO retrosynthesis dataset with 1.9M reactions from patents (1976-2016). Task: Predict the reactants needed to synthesize the given product. (1) Given the product [OH:1][C:2]1([CH3:17])[CH2:3][C:4]2([CH2:7][CH:6]([NH:8][C:9](=[O:15])[O:10][C:11]([CH3:13])([CH3:12])[CH3:14])[CH2:5]2)[CH2:16]1, predict the reactants needed to synthesize it. The reactants are: [O:1]=[C:2]1[CH2:16][C:4]2([CH2:7][CH:6]([NH:8][C:9](=[O:15])[O:10][C:11]([CH3:14])([CH3:13])[CH3:12])[CH2:5]2)[CH2:3]1.[CH3:17][Li]. (2) Given the product [CH3:15][N:3]1[C:2](=[O:1])[CH:7]2[CH2:8][CH2:9][C:4]1([C:10]([O:12][CH3:13])=[O:11])[CH2:5][CH2:6]2, predict the reactants needed to synthesize it. The reactants are: [O:1]=[C:2]1[CH:7]2[CH2:8][CH2:9][C:4]([C:10]([O:12][CH3:13])=[O:11])([CH2:5][CH2:6]2)[NH:3]1.I[CH3:15].[H-].[Na+].[Cl-].[Na+].